This data is from Catalyst prediction with 721,799 reactions and 888 catalyst types from USPTO. The task is: Predict which catalyst facilitates the given reaction. (1) The catalyst class is: 107. Reactant: CC(C)([O-])C.[K+].[CH2:7]([N:14]1[CH2:19][CH2:18][N:17]([C:20]([O:22][C:23]([CH3:26])([CH3:25])[CH3:24])=[O:21])[CH2:16][C@H:15]1[CH2:27][OH:28])[C:8]1[CH:13]=[CH:12][CH:11]=[CH:10][CH:9]=1.Br[C:30]1[CH:35]=[CH:34][CH:33]=[CH:32][N:31]=1. Product: [CH2:7]([N:14]1[CH2:19][CH2:18][N:17]([C:20]([O:22][C:23]([CH3:24])([CH3:25])[CH3:26])=[O:21])[CH2:16][C@H:15]1[CH2:27][O:28][C:30]1[CH:35]=[CH:34][CH:33]=[CH:32][N:31]=1)[C:8]1[CH:13]=[CH:12][CH:11]=[CH:10][CH:9]=1. (2) Reactant: C[O:2][C:3](=[O:14])/[CH:4]=[CH:5]/[C:6]1[CH:11]=[CH:10][C:9]([Cl:12])=[CH:8][C:7]=1[Br:13].[OH-].[Na+].O.Cl. The catalyst class is: 5. Product: [Br:13][C:7]1[CH:8]=[C:9]([Cl:12])[CH:10]=[CH:11][C:6]=1/[CH:5]=[CH:4]/[C:3]([OH:14])=[O:2]. (3) Reactant: [OH:1][B:2]1[C:6]2[CH:7]=[C:8]([OH:12])[CH:9]=[C:10]([CH3:11])[C:5]=2[CH:4]([CH2:13][C:14]([OH:16])=[O:15])[O:3]1.[CH3:17][C:18]1[CH:23]=[CH:22][C:21](S(O)(=O)=O)=[CH:20][CH:19]=1.C(O)C1C=CC=CC=1. Product: [OH:1][B:2]1[C:6]2[CH:7]=[C:8]([OH:12])[CH:9]=[C:10]([CH3:11])[C:5]=2[CH:4]([CH2:13][C:14]([O:16][CH2:17][C:18]2[CH:23]=[CH:22][CH:21]=[CH:20][CH:19]=2)=[O:15])[O:3]1. The catalyst class is: 11.